This data is from Peptide-MHC class I binding affinity with 185,985 pairs from IEDB/IMGT. The task is: Regression. Given a peptide amino acid sequence and an MHC pseudo amino acid sequence, predict their binding affinity value. This is MHC class I binding data. (1) The peptide sequence is IKTTAKEVAL. The MHC is HLA-B08:01 with pseudo-sequence HLA-B08:01. The binding affinity (normalized) is 0.223. (2) The binding affinity (normalized) is 0.156. The peptide sequence is KALKLSWFKK. The MHC is HLA-A32:01 with pseudo-sequence HLA-A32:01. (3) The peptide sequence is WTDLFDNKV. The MHC is HLA-A25:01 with pseudo-sequence HLA-A25:01. The binding affinity (normalized) is 0.0847. (4) The peptide sequence is GLILFVLAL. The MHC is HLA-A02:01 with pseudo-sequence HLA-A02:01. The binding affinity (normalized) is 0.522. (5) The peptide sequence is LLQKYPPPR. The MHC is HLA-A11:01 with pseudo-sequence HLA-A11:01. The binding affinity (normalized) is 0.172. (6) The peptide sequence is ALAGNHWHV. The MHC is HLA-A01:01 with pseudo-sequence HLA-A01:01. The binding affinity (normalized) is 0.0847. (7) The peptide sequence is VFSDGRVAC. The MHC is HLA-B44:02 with pseudo-sequence HLA-B44:02. The binding affinity (normalized) is 0.